This data is from Catalyst prediction with 721,799 reactions and 888 catalyst types from USPTO. The task is: Predict which catalyst facilitates the given reaction. Reactant: O[CH2:2][C:3]1[CH:4]=[CH:5][C:6]2=[C:7]([CH:21]=1)[O:8][CH2:9][C:10]1[CH:20]=[CH:19][CH:18]=[CH:17][C:11]=1/[C:12]/2=[C:13](\[CH3:16])/[C:14]#[N:15].[CH3:22][C:23]1[NH:33][C:26]2=[N:27][C:28]([CH3:32])=[CH:29][C:30]([CH3:31])=[C:25]2[N:24]=1.C1(P(C2C=CC=CC=2)C2C=CC=CC=2)C=CC=CC=1.N(C(OC(C)(C)C)=O)=NC(OC(C)(C)C)=O. Product: [CH3:22][C:23]1[N:33]([CH2:2][C:3]2[CH:4]=[CH:5][C:6]3=[C:7]([CH:21]=2)[O:8][CH2:9][C:10]2[CH:20]=[CH:19][CH:18]=[CH:17][C:11]=2/[C:12]/3=[C:13](\[CH3:16])/[C:14]#[N:15])[C:26]2=[N:27][C:28]([CH3:32])=[CH:29][C:30]([CH3:31])=[C:25]2[N:24]=1. The catalyst class is: 1.